The task is: Binary Classification. Given a drug SMILES string, predict its activity (active/inactive) in a high-throughput screening assay against a specified biological target.. This data is from HIV replication inhibition screening data with 41,000+ compounds from the AIDS Antiviral Screen. (1) The compound is COc1ccc(CC#CC=CC(=O)NCC(C)C)cc1. The result is 0 (inactive). (2) The drug is CN(C)c1ccc(C=C2C=Cc3ccccc32)c(F)c1. The result is 0 (inactive). (3) The compound is CC(C)(C)C(=O)C(C(=O)C(C)(C)C)C(=O)C(C)(C)C. The result is 0 (inactive). (4) The molecule is OCC(O)C(O)c1nn(-c2ccccc2)c2nc3cc(Cl)c(Cl)cc3nc12. The result is 0 (inactive). (5) The molecule is CC(C)(C)C(O)=Cc1nc2ccc(C(F)(F)F)cc2nc1O. The result is 0 (inactive). (6) The compound is NCCCS(=O)(=O)O. The result is 0 (inactive).